This data is from Forward reaction prediction with 1.9M reactions from USPTO patents (1976-2016). The task is: Predict the product of the given reaction. (1) Given the reactants C1(P(C2C=CC=CC=2)C2C=CC=CC=2)C=CC=CC=1.CC(OC(/N=N/C(OC(C)C)=O)=O)C.[CH3:34][O:35][C:36](=[O:53])[C:37]1[CH:42]=[C:41]([Cl:43])[C:40]([O:44][CH2:45][C:46]2[CH:51]=[CH:50][CH:49]=[CH:48][CH:47]=2)=[CH:39][C:38]=1[OH:52].[Br:54][CH2:55][CH2:56][CH2:57]O, predict the reaction product. The product is: [CH3:34][O:35][C:36](=[O:53])[C:37]1[CH:42]=[C:41]([Cl:43])[C:40]([O:44][CH2:45][C:46]2[CH:47]=[CH:48][CH:49]=[CH:50][CH:51]=2)=[CH:39][C:38]=1[O:52][CH2:57][CH2:56][CH2:55][Br:54]. (2) Given the reactants [Li]CCCC.C(NC(C)C)(C)C.[I:13][C:14]1[CH:19]=[CH:18][CH:17]=[C:16]([F:20])[CH:15]=1.[N:21]1[C:30]2[C:25](=[CH:26][CH:27]=[CH:28][CH:29]=2)[C:24]([CH:31]=[O:32])=[CH:23][CH:22]=1, predict the reaction product. The product is: [F:20][C:16]1[CH:17]=[CH:18][CH:19]=[C:14]([I:13])[C:15]=1[CH:31]([C:24]1[C:25]2[C:30](=[CH:29][CH:28]=[CH:27][CH:26]=2)[N:21]=[CH:22][CH:23]=1)[OH:32]. (3) The product is: [Cl:1][C:2]1[CH:3]=[CH:4][C:5]([S:8]([N:11]([CH2:20][C:21]2[CH:33]=[CH:32][C:24]([C:25]([NH:27][CH2:28][CH:29]3[CH2:30][CH2:31]3)=[O:26])=[CH:23][CH:22]=2)[CH2:12][C:13]2[CH:18]=[CH:17][CH:16]=[CH:15][N:14]=2)(=[O:10])=[O:9])=[CH:6][CH:7]=1. Given the reactants [Cl:1][C:2]1[CH:7]=[CH:6][C:5]([S:8]([NH:11][CH2:12][C:13]2[CH:18]=[CH:17][CH:16]=[CH:15][N:14]=2)(=[O:10])=[O:9])=[CH:4][CH:3]=1.Br[CH2:20][C:21]1[CH:33]=[CH:32][C:24]([C:25]([NH:27][CH2:28][CH:29]2[CH2:31][CH2:30]2)=[O:26])=[CH:23][CH:22]=1.C(=O)([O-])[O-].[K+].[K+], predict the reaction product. (4) Given the reactants Br[C:2]1[CH:10]=[CH:9][C:5]([CH2:6][CH2:7][OH:8])=[CH:4][CH:3]=1.P([C:20]([CH3:23])([CH3:22])[CH3:21])([C:20]([CH3:23])([CH3:22])[CH3:21])[C:20]([CH3:23])([CH3:22])[CH3:21].CN(C=[O:28])C.O.[CH2:30]([O:32]C(=O)C)[CH3:31], predict the reaction product. The product is: [CH2:30]([O:32][C:23](=[O:28])[C:20]([C:2]1[CH:10]=[CH:9][C:5]([CH2:6][CH2:7][OH:8])=[CH:4][CH:3]=1)([CH3:21])[CH3:22])[CH3:31].